Dataset: Full USPTO retrosynthesis dataset with 1.9M reactions from patents (1976-2016). Task: Predict the reactants needed to synthesize the given product. Given the product [ClH:30].[O:27]=[C:21]1[CH:20]([N:13]2[C:12](=[O:28])[C:11]3[C:15](=[CH:16][CH:17]=[CH:18][C:10]=3[CH2:9][NH:7][CH3:6])[C:14]2=[O:19])[CH2:25][CH2:24][C:23](=[O:26])[NH:22]1, predict the reactants needed to synthesize it. The reactants are: C(O[C:6](=O)[N:7]([CH2:9][C:10]1[CH:18]=[CH:17][CH:16]=[C:15]2[C:11]=1[C:12](=[O:28])[N:13]([CH:20]1[CH2:25][CH2:24][C:23](=[O:26])[NH:22][C:21]1=[O:27])[C:14]2=[O:19])C)(C)(C)C.[ClH:30].CCOCC.